Dataset: Forward reaction prediction with 1.9M reactions from USPTO patents (1976-2016). Task: Predict the product of the given reaction. (1) Given the reactants C(N(CC)CC)C.[C:8]([C:12]1[CH:13]=[C:14]([C:24](=[O:26])[CH3:25])[CH:15]=[C:16]([NH:20][CH:21]([CH3:23])[CH3:22])[C:17]=1[O:18][CH3:19])([CH3:11])([CH3:10])[CH3:9].[Br:27]N1C(=O)CCC1=O.C(OCC)(=O)C, predict the reaction product. The product is: [Br:27][CH2:25][C:24]([C:14]1[CH:15]=[C:16]([NH:20][CH:21]([CH3:22])[CH3:23])[C:17]([O:18][CH3:19])=[C:12]([C:8]([CH3:9])([CH3:11])[CH3:10])[CH:13]=1)=[O:26]. (2) Given the reactants [ClH:1].[C:2]([C:6]1[CH:11]=[CH:10][C:9]([N-:12][C:13]2[C:22]3[C:17](=[CH:18][C:19]([C:23]4[C:28]([C:29]([F:32])([F:31])[F:30])=[CH:27][CH:26]=[CH:25][N:24]=4)=[CH:20][CH:21]=3)[N:16]=[CH:15][N:14]=2)=[CH:8][CH:7]=1)([CH3:5])([CH3:4])[CH3:3].FC(F)(F)C1C(C2C=C3C(C(O)=NC=N3)=CC=2)=NC=CC=1, predict the reaction product. The product is: [ClH:1].[C:2]([C:6]1[CH:11]=[CH:10][C:9]([NH:12][C:13]2[C:22]3[C:17](=[CH:18][C:19]([C:23]4[C:28]([C:29]([F:31])([F:30])[F:32])=[CH:27][CH:26]=[CH:25][N:24]=4)=[CH:20][CH:21]=3)[N:16]=[CH:15][N:14]=2)=[CH:8][CH:7]=1)([CH3:5])([CH3:3])[CH3:4]. (3) Given the reactants [H-].[Na+].[N:3]1[C:11]([NH2:12])=[C:10]2[C:6]([N:7]=[CH:8][NH:9]2)=[N:5][CH:4]=1.Br[CH2:14][CH2:15][C:16]#[N:17], predict the reaction product. The product is: [C:16]([CH2:15][CH2:14][N:7]1[CH:8]=[N:9][C:10]2[C:6]1=[N:5][CH:4]=[N:3][C:11]=2[NH2:12])#[N:17]. (4) Given the reactants [CH3:1][O:2][C:3]1[N:8]=[C:7]([C:9](=[O:11])[CH3:10])[CH:6]=[CH:5][C:4]=1[N:12]1[CH:16]=[C:15]([CH3:17])[N:14]=[CH:13]1.C(NC(C)C)(C)C.[Li].C([Li])CCC.C(NC(C)C)(C)C.[Cl:38][CH2:39][CH2:40][CH2:41][CH:42]([C:46]1[CH:51]=[CH:50][CH:49]=[CH:48][C:47]=1[C:52]([F:55])([F:54])[F:53])[C:43](Cl)=[O:44], predict the reaction product. The product is: [Cl:38][CH2:39][CH2:40][CH2:41][CH:42]([C:46]1[CH:51]=[CH:50][CH:49]=[CH:48][C:47]=1[C:52]([F:53])([F:54])[F:55])[C:43](=[O:44])[CH2:10][C:9]([C:7]1[CH:6]=[CH:5][C:4]([N:12]2[CH:16]=[C:15]([CH3:17])[N:14]=[CH:13]2)=[C:3]([O:2][CH3:1])[N:8]=1)=[O:11]. (5) Given the reactants [CH3:1][O:2][C:3]1[CH:8]=[CH:7][C:6]([C:9](=O)[CH:10]([CH2:21][C:22]2[CH:27]=[CH:26][CH:25]=[CH:24][CH:23]=2)[C:11]([C:13]2[CH:18]=[CH:17][C:16]([O:19][CH3:20])=[CH:15][CH:14]=2)=O)=[CH:5][CH:4]=1.[Br:29][C:30]1[CH:35]=[CH:34][C:33]([NH:36][NH2:37])=[CH:32][CH:31]=1.Cl, predict the reaction product. The product is: [Br:29][C:30]1[CH:35]=[CH:34][C:33]([N:36]2[C:9]([C:6]3[CH:5]=[CH:4][C:3]([O:2][CH3:1])=[CH:8][CH:7]=3)=[C:10]([CH2:21][C:22]3[CH:27]=[CH:26][CH:25]=[CH:24][CH:23]=3)[C:11]([C:13]3[CH:18]=[CH:17][C:16]([O:19][CH3:20])=[CH:15][CH:14]=3)=[N:37]2)=[CH:32][CH:31]=1.